This data is from Forward reaction prediction with 1.9M reactions from USPTO patents (1976-2016). The task is: Predict the product of the given reaction. (1) Given the reactants C(ON[C:10]([C@H:12]1[C@@H:17]([OH:18])[C@H:16]([OH:19])[C@@H:15]([OH:20])[CH2:14][N:13]1[S:21]([C:24]1[CH:29]=[CH:28][C:27]([O:30][C:31]2[CH:36]=[CH:35][CH:34]=[CH:33][CH:32]=2)=[CH:26][CH:25]=1)(=[O:23])=[O:22])=[O:11])C1C=CC=CC=1.C[OH:38], predict the reaction product. The product is: [OH:18][C@H:17]1[C@H:16]([OH:19])[C@@H:15]([OH:20])[CH2:14][N:13]([S:21]([C:24]2[CH:25]=[CH:26][C:27]([O:30][C:31]3[CH:32]=[CH:33][CH:34]=[CH:35][CH:36]=3)=[CH:28][CH:29]=2)(=[O:22])=[O:23])[C@H:12]1[C:10]([OH:11])=[O:38]. (2) Given the reactants [F:1][C:2]([F:14])([F:13])[O:3][C:4]1[CH:9]=[CH:8][C:7](B(O)O)=[CH:6][CH:5]=1.Br[C:16]1[CH:21]=[CH:20][C:19]([S:22]([NH:25][C@H:26]2[CH2:31][CH2:30][CH2:29][C@@H:28]([N:32]3[CH:36]=[N:35][N:34]=[CH:33]3)[CH2:27]2)(=[O:24])=[O:23])=[C:18]([CH2:37][CH3:38])[CH:17]=1.C(=O)([O-])[O-].[Na+].[Na+], predict the reaction product. The product is: [CH2:37]([C:18]1[CH:17]=[C:16]([C:7]2[CH:8]=[CH:9][C:4]([O:3][C:2]([F:14])([F:13])[F:1])=[CH:5][CH:6]=2)[CH:21]=[CH:20][C:19]=1[S:22]([NH:25][C@H:26]1[CH2:31][CH2:30][CH2:29][C@@H:28]([N:32]2[CH:36]=[N:35][N:34]=[CH:33]2)[CH2:27]1)(=[O:24])=[O:23])[CH3:38]. (3) Given the reactants [Cl:1][C:2]1[C:10]([F:11])=[C:9]2[C:5]([C:6](SC3C=CC=C(C(OCC)=O)C=3F)=[C:7](C3CC3)[N:8]2[C:12]2C=N[N:15]([CH2:17][CH2:18][CH2:19]C(O)=O)[CH:16]=2)=[CH:4][CH:3]=1.BrC1C=NC=CC=1.CNCCNC.[O-]P([O-])([O-])=O.[K+].[K+].[K+], predict the reaction product. The product is: [Cl:1][C:2]1[C:10]([F:11])=[C:9]2[C:5]([CH:6]=[CH:7][N:8]2[C:12]2[CH:16]=[N:15][CH:17]=[CH:18][CH:19]=2)=[CH:4][CH:3]=1. (4) Given the reactants N[C:2]1[C:3]([Cl:13])=[CH:4][C:5]([Br:12])=[C:6]2[C:11]=1[N:10]=[CH:9][CH:8]=[CH:7]2.S(=O)(=O)(O)O.N([O-])=O.[Na+].N1C2C(=CC=CC=2)C=CC=1.O[PH2]=O.[OH-].[Na+], predict the reaction product. The product is: [Br:12][C:5]1[CH:4]=[C:3]([Cl:13])[CH:2]=[C:11]2[C:6]=1[CH:7]=[CH:8][CH:9]=[N:10]2.